This data is from Forward reaction prediction with 1.9M reactions from USPTO patents (1976-2016). The task is: Predict the product of the given reaction. (1) Given the reactants [OH:1][CH2:2][CH2:3][CH2:4][CH2:5][N:6]1[CH2:11][CH2:10][CH:9]([C:12]2[CH:13]=[C:14]([NH:18][C:19](=[O:23])[CH:20]([CH3:22])[CH3:21])[CH:15]=[CH:16][CH:17]=2)[CH2:8][CH2:7]1.[Cl:24][C:25]1[CH:30]=[CH:29][CH:28]=[C:27]([Cl:31])[C:26]=1[C:32]1[C:36]([C:37](Cl)=[O:38])=[C:35]([CH3:40])[O:34][N:33]=1, predict the reaction product. The product is: [Cl:24][C:25]1[CH:30]=[CH:29][CH:28]=[C:27]([Cl:31])[C:26]=1[C:32]1[C:36]([C:37]([O:1][CH2:2][CH2:3][CH2:4][CH2:5][N:6]2[CH2:7][CH2:8][CH:9]([C:12]3[CH:17]=[CH:16][CH:15]=[C:14]([NH:18][C:19](=[O:23])[CH:20]([CH3:21])[CH3:22])[CH:13]=3)[CH2:10][CH2:11]2)=[O:38])=[C:35]([CH3:40])[O:34][N:33]=1. (2) Given the reactants [CH:1]([S:14]([CH2:16][C:17]([OH:19])=[O:18])=[O:15])([C:8]1[CH:13]=[CH:12][CH:11]=[CH:10][CH:9]=1)[C:2]1[CH:7]=[CH:6][CH:5]=[CH:4][CH:3]=1.[CH3:20][C@H:21]([NH2:28])[C:22]1[CH:27]=[CH:26][CH:25]=[CH:24][CH:23]=1, predict the reaction product. The product is: [CH:1]([S:14]([CH2:16][C:17]([OH:19])=[O:18])=[O:15])([C:8]1[CH:13]=[CH:12][CH:11]=[CH:10][CH:9]=1)[C:2]1[CH:3]=[CH:4][CH:5]=[CH:6][CH:7]=1.[CH3:20][CH:21]([NH2:28])[C:22]1[CH:27]=[CH:26][CH:25]=[CH:24][CH:23]=1.